Dataset: Catalyst prediction with 721,799 reactions and 888 catalyst types from USPTO. Task: Predict which catalyst facilitates the given reaction. (1) Reactant: [CH3:1][N:2]([CH2:4][CH:5]1[CH2:14][CH2:13][C:12]2[C:7](=[CH:8][CH:9]=[C:10]([OH:15])[CH:11]=2)[CH2:6]1)[CH3:3].[H-].[Na+].[Br:18][C:19]1[CH:26]=[CH:25][C:22]([CH2:23]Br)=[CH:21][CH:20]=1.O. Product: [Br:18][C:19]1[CH:26]=[CH:25][C:22]([CH2:23][O:15][C:10]2[CH:11]=[C:12]3[C:7](=[CH:8][CH:9]=2)[CH2:6][CH:5]([CH2:4][N:2]([CH3:1])[CH3:3])[CH2:14][CH2:13]3)=[CH:21][CH:20]=1. The catalyst class is: 3. (2) Reactant: CS(Cl)(=O)=O.[NH2:6][C:7]1[C:8]([NH:17][CH2:18][CH2:19]O)=[C:9]([CH:14]=[CH:15][CH:16]=1)[C:10]([O:12][CH3:13])=[O:11]. Product: [NH:6]1[C:7]2[CH:16]=[CH:15][CH:14]=[C:9]([C:10]([O:12][CH3:13])=[O:11])[C:8]=2[NH:17][CH2:18][CH2:19]1. The catalyst class is: 1. (3) Reactant: [Cl:1][C:2]1[CH:9]=[C:8](F)[CH:7]=[CH:6][C:3]=1[CH:4]=[O:5].[CH3:11][S:12]([O-:14])=[O:13].[Na+]. Product: [Cl:1][C:2]1[CH:9]=[C:8]([S:12]([CH3:11])(=[O:14])=[O:13])[CH:7]=[CH:6][C:3]=1[CH:4]=[O:5]. The catalyst class is: 16. (4) Product: [CH2:15]([O:14][CH2:13][O:12][C:9]([C:3]1[CH:4]=[CH:5][C:6]([CH3:8])=[CH:7][C:2]=1[B:17]1[O:21][C:20]([CH3:23])([CH3:22])[C:19]([CH3:25])([CH3:24])[O:18]1)([CH3:11])[CH3:10])[CH3:16]. Reactant: Br[C:2]1[CH:7]=[C:6]([CH3:8])[CH:5]=[CH:4][C:3]=1[C:9]([O:12][CH2:13][O:14][CH2:15][CH3:16])([CH3:11])[CH3:10].[B:17]1([B:17]2[O:21][C:20]([CH3:23])([CH3:22])[C:19]([CH3:25])([CH3:24])[O:18]2)[O:21][C:20]([CH3:23])([CH3:22])[C:19]([CH3:25])([CH3:24])[O:18]1.CC([O-])=O.[K+].O. The catalyst class is: 75.